This data is from Full USPTO retrosynthesis dataset with 1.9M reactions from patents (1976-2016). The task is: Predict the reactants needed to synthesize the given product. (1) Given the product [Br:16][C:14]1[N:15]=[C:11]([N:17]2[CH2:22][CH2:21][O:20][CH2:19][CH2:18]2)[S:12][CH:13]=1, predict the reactants needed to synthesize it. The reactants are: C(N(CC)C(C)C)(C)C.Br[C:11]1[S:12][CH:13]=[C:14]([Br:16])[N:15]=1.[NH:17]1[CH2:22][CH2:21][O:20][CH2:19][CH2:18]1. (2) Given the product [Cl:1][C:2]1[N:7]=[C:6]([N:8]([C:9]2[O:13][N:12]=[C:11]([CH3:14])[C:10]=2[CH3:15])[CH3:16])[CH:5]=[CH:4][N:3]=1, predict the reactants needed to synthesize it. The reactants are: [Cl:1][C:2]1[N:7]=[C:6]([NH:8][C:9]2[O:13][N:12]=[C:11]([CH3:14])[C:10]=2[CH3:15])[CH:5]=[CH:4][N:3]=1.[C:16](=O)([O-])[O-].[K+].[K+].IC. (3) Given the product [CH2:26]([O:25][C:23](=[O:24])[CH2:22][CH2:21][CH2:20][O:15][C:12]1[CH:13]=[CH:14][C:9]([C:6]2[CH:5]=[CH:4][C:3]([C:1]#[N:2])=[CH:8][CH:7]=2)=[CH:10][CH:11]=1)[CH3:27], predict the reactants needed to synthesize it. The reactants are: [C:1]([C:3]1[CH:8]=[CH:7][C:6]([C:9]2[CH:14]=[CH:13][C:12]([OH:15])=[CH:11][CH:10]=2)=[CH:5][CH:4]=1)#[N:2].CC#N.Br[CH2:20][CH2:21][CH2:22][C:23]([O:25][CH2:26][CH3:27])=[O:24].C([O-])([O-])=O.[K+].[K+]. (4) Given the product [NH:18]1[CH2:19][CH2:20][O:21][CH:16]([CH2:15][NH:14][C:5]2[CH:6]=[CH:7][C:8]([S:10]([NH2:11])(=[O:12])=[O:13])=[CH:9][C:4]=2[N+:1]([O-:3])=[O:2])[CH2:17]1, predict the reactants needed to synthesize it. The reactants are: [N+:1]([C:4]1[CH:9]=[C:8]([S:10](=[O:13])(=[O:12])[NH2:11])[CH:7]=[CH:6][C:5]=1[NH:14][CH2:15][CH:16]1[O:21][CH2:20][CH2:19][N:18](C(OC(C)(C)C)=O)[CH2:17]1)([O-:3])=[O:2]. (5) Given the product [CH:12]1([C:17]([C:19]2[CH:20]=[CH:21][C:22]([C:23]([NH:28][C:29]3[CH:34]=[CH:33][N:32]=[CH:31][CH:30]=3)=[O:25])=[CH:26][CH:27]=2)=[O:18])[CH2:13][CH2:14][CH2:15][CH2:16]1, predict the reactants needed to synthesize it. The reactants are: NC(C1SC(C(O)=O)=CC=1)C.[CH:12]1([C:17]([C:19]2[CH:27]=[CH:26][C:22]([C:23]([OH:25])=O)=[CH:21][CH:20]=2)=[O:18])[CH2:16][CH2:15][CH2:14][CH2:13]1.[NH2:28][C:29]1[CH:34]=[CH:33][N:32]=[CH:31][CH:30]=1. (6) The reactants are: CCN(C(C)C)C(C)C.[Li]CCCC.[Cl:15][C:16]1[CH:24]=[CH:23][C:19]([C:20]([OH:22])=[O:21])=[CH:18][C:17]=1[F:25].[Br:26]C(Cl)(Cl)C(Br)(Cl)Cl. Given the product [Br:26][C:18]1[C:17]([F:25])=[C:16]([Cl:15])[CH:24]=[CH:23][C:19]=1[C:20]([OH:22])=[O:21], predict the reactants needed to synthesize it. (7) Given the product [Cl:8][C:4]1[CH:5]=[CH:6][CH:7]=[C:2]([Cl:1])[C:3]=1[C:9]1[CH:13]=[C:12]([C:14]2[CH:19]=[C:18]([NH:40][CH2:23][CH2:22][C:21]([C:25]3[CH:37]=[CH:36][C:28]([C:29]([O:31][C:32]([CH3:33])([CH3:35])[CH3:34])=[O:30])=[CH:27][CH:26]=3)=[O:24])[CH:17]=[CH:16][N:15]=2)[O:11][N:10]=1, predict the reactants needed to synthesize it. The reactants are: [Cl:1][C:2]1[CH:7]=[CH:6][CH:5]=[C:4]([Cl:8])[C:3]=1[C:9]1[CH:13]=[C:12]([C:14]2[CH:19]=[CH:18][C:17](N)=[CH:16][N:15]=2)[O:11][N:10]=1.[C:21]([C:25]1[CH:37]=[CH:36][C:28]([C:29]([O:31][C:32]([CH3:35])([CH3:34])[CH3:33])=[O:30])=[CH:27][CH:26]=1)(=[O:24])[CH:22]=[CH2:23].C([N:40](CC)CC)C. (8) Given the product [Cl:1][C:2]1[CH:3]=[C:4]([CH:14]([CH3:16])[CH3:15])[C:5]2[O:9][CH:8]([CH2:10][NH:11][C:27](=[O:28])[O:29][CH2:30][C:31]3[CH:36]=[CH:35][CH:34]=[CH:33][CH:32]=3)[CH2:7][C:6]=2[C:12]=1[CH3:13], predict the reactants needed to synthesize it. The reactants are: [Cl:1][C:2]1[CH:3]=[C:4]([CH:14]([CH3:16])[CH3:15])[C:5]2[O:9][CH:8]([CH2:10][NH2:11])[CH2:7][C:6]=2[C:12]=1[CH3:13].C(N(C(C)C)CC)(C)C.Cl[C:27]([O:29][CH2:30][C:31]1[CH:36]=[CH:35][CH:34]=[CH:33][CH:32]=1)=[O:28]. (9) Given the product [C:18]([NH:17][C:12]1[N:11]=[C:10]([C:26]2[CH:31]=[CH:30][CH:29]=[CH:28][C:27]=2[O:32][CH2:33][C:34]2[CH:39]=[CH:38][CH:37]=[CH:36][CH:35]=2)[CH:9]=[C:8]([C:4]2[CH:5]=[CH:6][CH:7]=[C:2]([NH:1][C:53](=[O:55])[CH2:52][CH2:51][NH:50][C:40]([O:42][CH2:43][C:44]3[CH:45]=[CH:46][CH:47]=[CH:48][CH:49]=3)=[O:41])[CH:3]=2)[C:13]=1[C:14]([O:16][C:60]([CH3:59])([CH3:61])[CH3:66])=[O:15])(=[O:25])[C:19]1[CH:24]=[CH:23][CH:22]=[CH:21][CH:20]=1, predict the reactants needed to synthesize it. The reactants are: [NH2:1][C:2]1[CH:3]=[C:4]([C:8]2[C:13]([C:14]([O-:16])=[O:15])=[C:12]([NH:17][C:18](=[O:25])[C:19]3[CH:24]=[CH:23][CH:22]=[CH:21][CH:20]=3)[N:11]=[C:10]([C:26]3[CH:31]=[CH:30][CH:29]=[CH:28][C:27]=3[O:32][CH2:33][C:34]3[CH:39]=[CH:38][CH:37]=[CH:36][CH:35]=3)[CH:9]=2)[CH:5]=[CH:6][CH:7]=1.[C:40]([NH:50][CH2:51][CH2:52][C:53]([OH:55])=O)([O:42][CH2:43][C:44]1[CH:49]=[CH:48][CH:47]=[CH:46][CH:45]=1)=[O:41].C1C=C[C:59]2N(O)N=N[C:60]=2[CH:61]=1.[CH3:66]N(C=O)C.